Dataset: Peptide-MHC class II binding affinity with 134,281 pairs from IEDB. Task: Regression. Given a peptide amino acid sequence and an MHC pseudo amino acid sequence, predict their binding affinity value. This is MHC class II binding data. (1) The peptide sequence is EKKYFAATQFEPLAK. The MHC is HLA-DPA10301-DPB10402 with pseudo-sequence HLA-DPA10301-DPB10402. The binding affinity (normalized) is 0.922. (2) The peptide sequence is EKKYFAATFFEPLAA. The MHC is HLA-DQA10501-DQB10201 with pseudo-sequence HLA-DQA10501-DQB10201. The binding affinity (normalized) is 0.580. (3) The peptide sequence is LHKLGYILRDISKIPGG. The MHC is DRB1_1101 with pseudo-sequence DRB1_1101. The binding affinity (normalized) is 0.741. (4) The peptide sequence is MCHATLTYRMLEPTR. The MHC is HLA-DQA10201-DQB10303 with pseudo-sequence HLA-DQA10201-DQB10303. The binding affinity (normalized) is 0.545. (5) The peptide sequence is AFKVAATADNAAPAN. The MHC is HLA-DPA10201-DPB11401 with pseudo-sequence HLA-DPA10201-DPB11401. The binding affinity (normalized) is 0.645.